From a dataset of HIV replication inhibition screening data with 41,000+ compounds from the AIDS Antiviral Screen. Binary Classification. Given a drug SMILES string, predict its activity (active/inactive) in a high-throughput screening assay against a specified biological target. (1) The molecule is Cc1cn(C2OC(CO)C(CN=[N+]=[N-])C2O)c(=O)[nH]c1=O. The result is 0 (inactive). (2) The drug is O=C(O)c1nc2ccc(C(F)(F)F)cc2nc1O. The result is 0 (inactive). (3) The compound is CCOC(=O)c1cc(C2CCN(c3ccccc3)C2=O)c(C(=O)C=C(C)N)[nH]1. The result is 1 (active). (4) The drug is O=[N+]([O-])C(C(Cl)=C(Cl)Cl)=C(N1CCCCC1)N1CCCCC1. The result is 0 (inactive).